The task is: Predict the reaction yield, written as a fraction of the theoretical maximum amount of product (1.0 means a 100% yield; for example, 0.34 means a 34% yield).. This data is from Reaction yield outcomes from USPTO patents with 853,638 reactions. (1) The reactants are [CH3:1][O:2][C:3](=[O:19])[CH2:4]P(OCC(F)(F)F)(OCC(F)(F)F)=O.C[Si]([N-][Si](C)(C)C)(C)C.[K+].[Br:30][C:31]1[CH:32]=[C:33]([CH:36]=O)[S:34][CH:35]=1.[NH4+].[Cl-]. The catalyst is C1COCC1.CCOC(C)=O.O. The product is [CH3:1][O:2][C:3](=[O:19])[CH:4]=[CH:36][C:33]1[S:34][CH:35]=[C:31]([Br:30])[CH:32]=1. The yield is 0.870. (2) The product is [Br:1][C:2]1[C:3]([O:12][C:13]2[CH:18]=[CH:17][C:16]([F:19])=[CH:15][C:14]=2[F:20])=[CH:4][C:5]([CH3:11])=[C:6]([NH2:8])[CH:7]=1. The reactants are [Br:1][C:2]1[CH:7]=[C:6]([N+:8]([O-])=O)[C:5]([CH3:11])=[CH:4][C:3]=1[O:12][C:13]1[CH:18]=[CH:17][C:16]([F:19])=[CH:15][C:14]=1[F:20].[NH4+].[Cl-]. The catalyst is C1COCC1.CO.[Zn]. The yield is 0.810. (3) The yield is 0.869. The reactants are [N:1]1([CH:7]2[CH2:12][CH2:11][CH:10]([C:13]([OH:15])=[O:14])[CH2:9][CH2:8]2)[CH2:5][CH2:4][CH2:3][C:2]1=[O:6].S(=O)(=O)(O)O.[C:21](=O)(O)[O-].[Na+]. The catalyst is CO. The product is [N:1]1([CH:7]2[CH2:8][CH2:9][CH:10]([C:13]([O:15][CH3:21])=[O:14])[CH2:11][CH2:12]2)[CH2:5][CH2:4][CH2:3][C:2]1=[O:6]. (4) The yield is 1.00. The catalyst is CO.O1CCCC1.C(OCC)(=O)C.[Zn]. The product is [NH2:13][CH2:12][CH:11]([C:16]1[C:17]([CH3:33])=[C:18]([NH:22][C:23](=[O:32])[O:24][CH2:25][C:26]2[CH:27]=[CH:28][CH:29]=[CH:30][CH:31]=2)[CH:19]=[CH:20][CH:21]=1)[C:6]1[C:5]2[C:9](=[CH:10][C:2]([Br:1])=[CH:3][CH:4]=2)[NH:8][CH:7]=1. The reactants are [Br:1][C:2]1[CH:10]=[C:9]2[C:5]([C:6]([CH:11]([C:16]3[C:17]([CH3:33])=[C:18]([NH:22][C:23](=[O:32])[O:24][CH2:25][C:26]4[CH:31]=[CH:30][CH:29]=[CH:28][CH:27]=4)[CH:19]=[CH:20][CH:21]=3)[CH2:12][N+:13]([O-])=O)=[CH:7][NH:8]2)=[CH:4][CH:3]=1.[Cl-].[NH4+]. (5) The reactants are [Br:1][C:2]1[CH:3]=[CH:4][C:5]2[C:11](=[O:12])[CH2:10][CH2:9][CH2:8][O:7][C:6]=2[CH:13]=1.[Br:14]Br. The catalyst is CCOCC. The product is [Br:14][CH:10]1[CH2:9][CH2:8][O:7][C:6]2[CH:13]=[C:2]([Br:1])[CH:3]=[CH:4][C:5]=2[C:11]1=[O:12]. The yield is 0.960. (6) The reactants are [CH3:1][C:2]1[CH:7]=[CH:6][C:5]([S:8]([O:11][CH2:12][CH:13]2[CH2:17][C:16]3[C:18](Br)=[CH:19][CH:20]=[CH:21][C:15]=3[O:14]2)(=[O:10])=[O:9])=[CH:4][CH:3]=1.[F:23][C:24]([F:35])([F:34])[C:25]1[CH:30]=[CH:29][CH:28]=[CH:27][C:26]=1B(O)O.C(=O)([O-])[O-].[K+].[K+].CC1C=CC(S(OCC2CC3C(C4C=CC=CC=4)=CC=CC=3O2)(=O)=O)=CC=1. The catalyst is CC1C=CC=CC=1[P](C1C=CC=CC=1C)([Pd](Cl)(Cl)[P](C1=C(C)C=CC=C1)(C1C=CC=CC=1C)C1C=CC=CC=1C)C1C=CC=CC=1C. The product is [CH3:1][C:2]1[CH:7]=[CH:6][C:5]([S:8]([O:11][CH2:12][CH:13]2[CH2:17][C:16]3[C:18]([C:26]4[CH:27]=[CH:28][CH:29]=[CH:30][C:25]=4[C:24]([F:35])([F:34])[F:23])=[CH:19][CH:20]=[CH:21][C:15]=3[O:14]2)(=[O:10])=[O:9])=[CH:4][CH:3]=1. The yield is 0.770. (7) The reactants are [CH2:1]([N:4]([CH3:16])[CH2:5][C:6]#[C:7][C@H:8]1[CH2:13][CH2:12][C@H:11]([NH:14][CH3:15])[CH2:10][CH2:9]1)[CH:2]=[CH2:3].CCN(C(C)C)C(C)C.[CH:26]1[C:31]([O:32][C:33](Cl)=[O:34])=[CH:30][CH:29]=[C:28]([Cl:36])[CH:27]=1. The catalyst is O1CCOCC1.C([O-])(O)=O.[Na+].CCOCC. The product is [Cl:36][C:28]1[CH:29]=[CH:30][C:31]([O:32][C:33](=[O:34])[N:14]([C@H:11]2[CH2:12][CH2:13][C@H:8]([C:7]#[C:6][CH2:5][N:4]([CH2:1][CH:2]=[CH2:3])[CH3:16])[CH2:9][CH2:10]2)[CH3:15])=[CH:26][CH:27]=1. The yield is 0.610. (8) The reactants are C(N(CC)CC)C.[CH2:8]([N:11]=[C:12]=[O:13])[CH2:9][CH3:10].[NH2:14][C:15]([NH:17][C:18]1[NH:19][C:20]([C:26]2[CH:31]=[CH:30][CH:29]=[CH:28][C:27]=2[OH:32])=[CH:21][C:22]=1[C:23]([NH2:25])=[O:24])=[O:16]. The catalyst is CN(C)C=O. The product is [NH2:14][C:15]([NH:17][C:18]1[NH:19][C:20]([C:26]2[CH:31]=[CH:30][CH:29]=[CH:28][C:27]=2[O:32][C:12]([NH:11][CH2:8][CH2:9][CH3:10])=[O:13])=[CH:21][C:22]=1[C:23]([NH2:25])=[O:24])=[O:16]. The yield is 0.540. (9) The yield is 0.390. The product is [F:1][C:2]([F:36])([F:35])[C:3]1[CH:4]=[C:5]([CH:28]=[C:29]([C:31]([F:34])([F:33])[F:32])[CH:30]=1)[CH2:6][N:7]1[CH2:14][CH2:13][CH2:12][O:11][C:10]2[N:15]=[C:16]([N:46]3[CH2:47][CH2:48][CH:43]([N:37]4[CH2:42][CH2:41][O:40][CH2:39][CH2:38]4)[CH2:44][CH2:45]3)[CH:17]=[C:18]([C:19]3[CH:24]=[CH:23][C:22]([F:25])=[CH:21][CH:20]=3)[C:9]=2[C:8]1=[O:27]. The reactants are [F:1][C:2]([F:36])([F:35])[C:3]1[CH:4]=[C:5]([CH:28]=[C:29]([C:31]([F:34])([F:33])[F:32])[CH:30]=1)[CH2:6][N:7]1[CH2:14][CH2:13][CH2:12][O:11][C:10]2[N:15]=[C:16](Cl)[CH:17]=[C:18]([C:19]3[CH:24]=[CH:23][C:22]([F:25])=[CH:21][CH:20]=3)[C:9]=2[C:8]1=[O:27].[N:37]1([CH:43]2[CH2:48][CH2:47][NH:46][CH2:45][CH2:44]2)[CH2:42][CH2:41][O:40][CH2:39][CH2:38]1. No catalyst specified.